Dataset: Reaction yield outcomes from USPTO patents with 853,638 reactions. Task: Predict the reaction yield, written as a fraction of the theoretical maximum amount of product (1.0 means a 100% yield; for example, 0.34 means a 34% yield). (1) The reactants are Br[C:2]1[CH:3]=[CH:4][C:5]([N:8]2[CH2:14][CH2:13][CH2:12][N:11]([C:15]3[CH:20]=[CH:19][C:18](Br)=[CH:17][N:16]=3)[CH2:10][CH2:9]2)=[N:6][CH:7]=1.[C:22]([C:26]1[CH:31]=[CH:30][C:29](B(O)O)=[CH:28][CH:27]=1)([CH3:25])([CH3:24])[CH3:23]. No catalyst specified. The product is [C:22]([C:26]1[CH:31]=[CH:30][C:29]([C:2]2[CH:3]=[CH:4][C:5]([N:8]3[CH2:14][CH2:13][CH2:12][N:11]([C:15]4[CH:20]=[CH:19][C:18]([C:29]5[CH:30]=[CH:31][C:26]([C:22]([CH3:25])([CH3:24])[CH3:23])=[CH:27][CH:28]=5)=[CH:17][N:16]=4)[CH2:10][CH2:9]3)=[N:6][CH:7]=2)=[CH:28][CH:27]=1)([CH3:25])([CH3:24])[CH3:23]. The yield is 0.420. (2) The reactants are [NH2:1][C:2]1[CH:9]=[CH:8][CH:7]=[C:6](Br)[C:3]=1[C:4]#[N:5].[CH3:11][C:12]([CH3:16])([CH3:15])[C:13]#[CH:14].C([O-])([O-])=O.[K+].[K+]. The catalyst is COCCOC.O.[Cu]I.C1C=CC([P]([Pd]([P](C2C=CC=CC=2)(C2C=CC=CC=2)C2C=CC=CC=2)([P](C2C=CC=CC=2)(C2C=CC=CC=2)C2C=CC=CC=2)[P](C2C=CC=CC=2)(C2C=CC=CC=2)C2C=CC=CC=2)(C2C=CC=CC=2)C2C=CC=CC=2)=CC=1. The product is [NH2:1][C:2]1[CH:9]=[CH:8][CH:7]=[C:6]([C:14]#[C:13][C:12]([CH3:16])([CH3:15])[CH3:11])[C:3]=1[C:4]#[N:5]. The yield is 0.930.